Dataset: Forward reaction prediction with 1.9M reactions from USPTO patents (1976-2016). Task: Predict the product of the given reaction. Given the reactants [CH3:1][O:2][C:3]1[C:8]([CH2:9]Cl)=[CH:7][CH:6]=[CH:5][N:4]=1.[CH3:11][O:12][C:13]1[CH:26]=[CH:25][CH:24]=[CH:23][C:14]=1[O:15][CH2:16][CH:17]1[CH2:22][CH2:21][NH:20][CH2:19][CH2:18]1.C(=O)([O-])[O-].[K+].[K+], predict the reaction product. The product is: [CH3:1][O:2][C:3]1[C:8]([CH2:9][N:20]2[CH2:19][CH2:18][CH:17]([CH2:16][O:15][C:14]3[CH:23]=[CH:24][CH:25]=[CH:26][C:13]=3[O:12][CH3:11])[CH2:22][CH2:21]2)=[CH:7][CH:6]=[CH:5][N:4]=1.